Dataset: NCI-60 drug combinations with 297,098 pairs across 59 cell lines. Task: Regression. Given two drug SMILES strings and cell line genomic features, predict the synergy score measuring deviation from expected non-interaction effect. (1) Drug 1: C1C(C(OC1N2C=NC3=C(N=C(N=C32)Cl)N)CO)O. Drug 2: COC1=C2C(=CC3=C1OC=C3)C=CC(=O)O2. Cell line: SF-268. Synergy scores: CSS=7.77, Synergy_ZIP=-0.547, Synergy_Bliss=-0.935, Synergy_Loewe=-0.340, Synergy_HSA=-2.16. (2) Drug 1: C(=O)(N)NO. Drug 2: C(CC(=O)O)C(=O)CN.Cl. Cell line: UO-31. Synergy scores: CSS=3.82, Synergy_ZIP=-1.62, Synergy_Bliss=-0.796, Synergy_Loewe=-1.13, Synergy_HSA=-0.209. (3) Cell line: A549. Drug 1: CN(C)N=NC1=C(NC=N1)C(=O)N. Synergy scores: CSS=10.1, Synergy_ZIP=-5.60, Synergy_Bliss=-13.2, Synergy_Loewe=-41.9, Synergy_HSA=-13.5. Drug 2: CC1=C2C(C(=O)C3(C(CC4C(C3C(C(C2(C)C)(CC1OC(=O)C(C(C5=CC=CC=C5)NC(=O)C6=CC=CC=C6)O)O)OC(=O)C7=CC=CC=C7)(CO4)OC(=O)C)O)C)OC(=O)C.